This data is from Full USPTO retrosynthesis dataset with 1.9M reactions from patents (1976-2016). The task is: Predict the reactants needed to synthesize the given product. (1) The reactants are: Br[C:2]1[C:3]([F:14])=[CH:4][CH:5]=[C:6]2[C:11]=1[N:10]=[C:9]([O:12][CH3:13])[CH:8]=[CH:7]2.[CH3:15][O-].[Na+].[C:18]([O:21][CH2:22]C)(=[O:20])[CH3:19].CC(C)([C:29]([O-:31])=[O:30])C([O-])=O. Given the product [CH3:22][O:21][C:18](=[O:20])[CH:19]([C:2]1[C:3]([F:14])=[CH:4][CH:5]=[C:6]2[C:11]=1[N:10]=[C:9]([O:12][CH3:13])[CH:8]=[CH:7]2)[C:29]([O:31][CH3:15])=[O:30], predict the reactants needed to synthesize it. (2) Given the product [C:12]([O:11][C:9]([N:16]1[CH2:23][CH2:22][CH2:21][C:17]1([CH2:45][O:46][CH2:35][C:36]1[CH:37]=[CH:38][CH:39]=[CH:40][CH:41]=1)[C:18]([OH:20])=[O:19])=[O:10])([CH3:15])([CH3:14])[CH3:13], predict the reactants needed to synthesize it. The reactants are: [Li+].CC([N-]C(C)C)C.[C:9]([N:16]1[CH2:23][CH2:22][CH2:21][C@H:17]1[C:18]([OH:20])=[O:19])([O:11][C:12]([CH3:15])([CH3:14])[CH3:13])=[O:10].[CH2:35](C(OC(Cl)[CH2:35][C:36]1[CH:41]=[CH:40][CH:39]=[CH:38][CH:37]=1)Cl)[C:36]1[CH:41]=[CH:40][CH:39]=[CH:38][CH:37]=1.C1C[O:46][CH2:45]C1.CCCCCCC. (3) Given the product [F:1][C:2]1[CH:10]=[C:9]([N+:11]([O-:13])=[O:12])[C:8]([F:14])=[CH:7][C:3]=1[C:4]([O:6][CH3:20])=[O:5], predict the reactants needed to synthesize it. The reactants are: [F:1][C:2]1[CH:10]=[C:9]([N+:11]([O-:13])=[O:12])[C:8]([F:14])=[CH:7][C:3]=1[C:4]([OH:6])=[O:5].S(=O)(=O)(O)O.[CH3:20]O.